This data is from NCI-60 drug combinations with 297,098 pairs across 59 cell lines. The task is: Regression. Given two drug SMILES strings and cell line genomic features, predict the synergy score measuring deviation from expected non-interaction effect. (1) Drug 1: CC=C1C(=O)NC(C(=O)OC2CC(=O)NC(C(=O)NC(CSSCCC=C2)C(=O)N1)C(C)C)C(C)C. Drug 2: CC(C)CN1C=NC2=C1C3=CC=CC=C3N=C2N. Cell line: SF-268. Synergy scores: CSS=65.8, Synergy_ZIP=1.35, Synergy_Bliss=1.11, Synergy_Loewe=-39.7, Synergy_HSA=-0.532. (2) Drug 1: C1CCN(CC1)CCOC2=CC=C(C=C2)C(=O)C3=C(SC4=C3C=CC(=C4)O)C5=CC=C(C=C5)O. Drug 2: CC1=C(C(=O)C2=C(C1=O)N3CC4C(C3(C2COC(=O)N)OC)N4)N. Cell line: MDA-MB-435. Synergy scores: CSS=2.98, Synergy_ZIP=1.94, Synergy_Bliss=9.17, Synergy_Loewe=-8.16, Synergy_HSA=-1.15. (3) Drug 1: CC1C(C(=O)NC(C(=O)N2CCCC2C(=O)N(CC(=O)N(C(C(=O)O1)C(C)C)C)C)C(C)C)NC(=O)C3=C4C(=C(C=C3)C)OC5=C(C(=O)C(=C(C5=N4)C(=O)NC6C(OC(=O)C(N(C(=O)CN(C(=O)C7CCCN7C(=O)C(NC6=O)C(C)C)C)C)C(C)C)C)N)C. Drug 2: C1=CC=C(C(=C1)C(C2=CC=C(C=C2)Cl)C(Cl)Cl)Cl. Cell line: HT29. Synergy scores: CSS=28.8, Synergy_ZIP=2.74, Synergy_Bliss=6.28, Synergy_Loewe=-22.4, Synergy_HSA=3.58. (4) Drug 1: C1=CC=C(C=C1)NC(=O)CCCCCCC(=O)NO. Drug 2: CN(CC1=CN=C2C(=N1)C(=NC(=N2)N)N)C3=CC=C(C=C3)C(=O)NC(CCC(=O)O)C(=O)O. Cell line: HCT116. Synergy scores: CSS=41.2, Synergy_ZIP=-0.804, Synergy_Bliss=-6.14, Synergy_Loewe=-27.6, Synergy_HSA=-3.79.